This data is from Full USPTO retrosynthesis dataset with 1.9M reactions from patents (1976-2016). The task is: Predict the reactants needed to synthesize the given product. (1) Given the product [CH3:3][CH:2]([N:4]([CH2:20][C:19]1[CH:22]=[CH:23][C:24]([F:26])=[CH:25][C:18]=1[Cl:17])[C@H:5]1[CH2:9][CH2:8][N:7]([C:10]([O:12][C:13]([CH3:14])([CH3:16])[CH3:15])=[O:11])[CH2:6]1)[CH3:1], predict the reactants needed to synthesize it. The reactants are: [CH3:1][CH:2]([NH:4][C@H:5]1[CH2:9][CH2:8][N:7]([C:10]([O:12][C:13]([CH3:16])([CH3:15])[CH3:14])=[O:11])[CH2:6]1)[CH3:3].[Cl:17][C:18]1[CH:25]=[C:24]([F:26])[CH:23]=[CH:22][C:19]=1[CH:20]=O.C(O[BH-](OC(=O)C)OC(=O)C)(=O)C.[Na+].C(=O)C1C=CC=CC=1. (2) Given the product [CH:24]([C:16]1[NH:17][C:18]2[CH2:19][CH2:20][CH2:21][CH2:22][C:23]=2[C:15]=1[CH2:14][CH2:13][CH2:12][N:9]1[CH2:10][CH2:11][N:6]([CH2:5][C:4]([OH:26])=[O:3])[CH2:7][CH2:8]1)=[O:25], predict the reactants needed to synthesize it. The reactants are: C([O:3][C:4](=[O:26])[CH2:5][N:6]1[CH2:11][CH2:10][N:9]([CH2:12][CH2:13][CH2:14][C:15]2[C:23]3[CH2:22][CH2:21][CH2:20][CH2:19][C:18]=3[NH:17][C:16]=2[CH:24]=[O:25])[CH2:8][CH2:7]1)C.C(=O)([O-])[O-].[K+].[K+]. (3) Given the product [NH2:7][C:8]1[CH:13]=[CH:12][C:11]([N:14]2[CH:19]=[CH:18][CH:17]=[C:16]([O:20][CH2:24][CH2:25][O:26][Si:27]([C:30]([CH3:33])([CH3:32])[CH3:31])([CH3:29])[CH3:28])[C:15]2=[O:21])=[CH:10][C:9]=1[F:22], predict the reactants needed to synthesize it. The reactants are: C(=O)([O-])[O-].[K+].[K+].[NH2:7][C:8]1[CH:13]=[CH:12][C:11]([N:14]2[CH:19]=[CH:18][CH:17]=[C:16]([OH:20])[C:15]2=[O:21])=[CH:10][C:9]=1[F:22].Br[CH2:24][CH2:25][O:26][Si:27]([C:30]([CH3:33])([CH3:32])[CH3:31])([CH3:29])[CH3:28].O. (4) Given the product [CH2:6]([O:5][C:3](=[O:4])[CH:2]([F:1])[C:8]([OH:10])=[O:9])[CH3:7], predict the reactants needed to synthesize it. The reactants are: [F:1][CH:2]([C:8]([O:10]CC)=[O:9])[C:3]([O:5][CH2:6][CH3:7])=[O:4].[OH-].[K+]. (5) Given the product [Cl-:46].[CH:1]1([NH:4][C:5](=[O:45])[C@@H:6]([OH:44])[C@@H:7]([NH:11][C:12]([C@@H:14]2[CH2:18][C@@H:17]([O:19][C:20]3[C:29]4[C:24](=[CH:25][C:26]([O:30][CH3:31])=[CH:27][CH:28]=4)[N:23]=[C:22]([N:32]4[CH:36]=[CH:35][CH:34]=[N:33]4)[CH:21]=3)[CH2:16][NH2+:15]2)=[O:13])[CH2:8][CH2:9][CH3:10])[CH2:3][CH2:2]1, predict the reactants needed to synthesize it. The reactants are: [CH:1]1([NH:4][C:5](=[O:45])[C@@H:6]([OH:44])[C@@H:7]([NH:11][C:12]([C@@H:14]2[CH2:18][C@@H:17]([O:19][C:20]3[C:29]4[C:24](=[CH:25][C:26]([O:30][CH3:31])=[CH:27][CH:28]=4)[N:23]=[C:22]([N:32]4[CH:36]=[CH:35][CH:34]=[N:33]4)[CH:21]=3)[CH2:16][N:15]2C(OC(C)(C)C)=O)=[O:13])[CH2:8][CH2:9][CH3:10])[CH2:3][CH2:2]1.[ClH:46].COC(C)(C)C. (6) Given the product [CH3:1][N:2]1[CH2:7][CH2:6][N:5]([CH2:8][C:9]2[CH:14]=[CH:13][CH:12]=[CH:11][C:10]=2[C:15](=[O:17])/[CH:16]=[CH:32]/[C:29]2[CH:30]=[CH:31][C:26](/[CH:25]=[CH:24]/[C:23]([OH:34])=[O:22])=[N:27][CH:28]=2)[CH2:4][CH2:3]1, predict the reactants needed to synthesize it. The reactants are: [CH3:1][N:2]1[CH2:7][CH2:6][N:5]([CH2:8][C:9]2[CH:14]=[CH:13][CH:12]=[CH:11][C:10]=2[C:15](=[O:17])[CH3:16])[CH2:4][CH2:3]1.C([O:22][C:23](=[O:34])/[CH:24]=[CH:25]/[C:26]1[CH:31]=[CH:30][C:29]([CH:32]=O)=[CH:28][N:27]=1)(C)(C)C.[OH-].[K+]. (7) Given the product [Cl:1][C:2]1[CH:7]=[CH:6][C:5]([C:8]([F:10])([F:9])[F:11])=[CH:4][C:3]=1[C:12]1[C:17]([O:18][CH:19]2[CH2:23][CH2:22][CH2:21][CH2:20]2)=[N:16][CH:15]=[C:14]([CH:13]=1)[C:24]([NH:58][C@@H:59]1[CH2:64][CH2:63][CH2:62][CH2:61][C@H:60]1[OH:65])=[O:25], predict the reactants needed to synthesize it. The reactants are: [Cl:1][C:2]1[CH:7]=[CH:6][C:5]([C:8]([F:11])([F:10])[F:9])=[CH:4][C:3]=1[C:12]1[CH:13]=[C:14]([C:24](O)=[O:25])[CH:15]=[N:16][C:17]=1[O:18][CH:19]1[CH2:23][CH2:22][CH2:21][CH2:20]1.CN(C(ON1N=NC2C=CC=CC1=2)=[N+](C)C)C.[B-](F)(F)(F)F.C(N(CC)C(C)C)(C)C.[NH2:58][C@@H:59]1[CH2:64][CH2:63][CH2:62][CH2:61][C@H:60]1[OH:65]. (8) The reactants are: [S:1]1[CH:5]=[CH:4][CH:3]=[C:2]1[CH2:6][C:7]#[N:8].[CH3:9][O:10][C:11]1[CH:12]=[C:13]([CH:16]=[CH:17][C:18]=1[O:19][CH3:20])[CH:14]=O. Given the product [CH3:9][O:10][C:11]1[CH:12]=[C:13](/[CH:14]=[C:6](/[C:2]2[S:1][CH:5]=[CH:4][CH:3]=2)\[C:7]#[N:8])[CH:16]=[CH:17][C:18]=1[O:19][CH3:20], predict the reactants needed to synthesize it. (9) Given the product [Cl:1][C:2]1[CH:3]=[C:4]([C:9]2[N:13]([C:14]3[CH:24]=[CH:25][N:26]=[C:18]([CH3:17])[CH:19]=3)[N:12]=[C:11]([C:20]([OH:22])=[O:21])[CH:10]=2)[CH:5]=[C:6]([F:8])[CH:7]=1, predict the reactants needed to synthesize it. The reactants are: [Cl:1][C:2]1[CH:3]=[C:4]([C:9]2[N:13]([C:14]3[CH:19]=[CH:18][CH:17]=CN=3)[N:12]=[C:11]([C:20]([OH:22])=[O:21])[CH:10]=2)[CH:5]=[C:6]([F:8])[CH:7]=1.Br.[CH3:24][C:25]1C=C(NN)C=C[N:26]=1.